Dataset: Full USPTO retrosynthesis dataset with 1.9M reactions from patents (1976-2016). Task: Predict the reactants needed to synthesize the given product. (1) The reactants are: Br[C:2]1[CH:7]=[CH:6][C:5]([CH2:8][C:9]([O:11][C:12]([CH3:15])([CH3:14])[CH3:13])=[O:10])=[C:4]([F:16])[CH:3]=1.[N:17]1[CH:22]=[CH:21][C:20]([C:23]2[CH:28]=[CH:27][N:26]3[CH:29]=[CH:30][N:31]=[C:25]3[CH:24]=2)=[CH:19][CH:18]=1. Given the product [C:12]([O:11][C:9](=[O:10])[CH2:8][C:5]1[CH:6]=[CH:7][C:2]([C:29]2[N:26]3[CH:27]=[CH:28][C:23]([C:20]4[CH:21]=[CH:22][N:17]=[CH:18][CH:19]=4)=[CH:24][C:25]3=[N:31][CH:30]=2)=[CH:3][C:4]=1[F:16])([CH3:15])([CH3:14])[CH3:13], predict the reactants needed to synthesize it. (2) Given the product [Cl:1][C:2]1[N:7]([CH2:15][C:16]2[CH:21]=[CH:20][CH:19]=[CH:18][C:17]=2[C:22]#[N:23])[C:6](=[O:8])[NH:5][C:4](=[O:9])[CH:3]=1, predict the reactants needed to synthesize it. The reactants are: [Cl:1][C:2]1[NH:7][C:6](=[O:8])[NH:5][C:4](=[O:9])[CH:3]=1.[H-].[Na+].[Br-].[Li+].Br[CH2:15][C:16]1[C:17]([C:22]#[N:23])=[CH:18][CH:19]=[CH:20][CH:21]=1. (3) Given the product [F:27][C:28]1[CH:29]=[C:30]2[C:34](=[CH:35][CH:36]=1)[NH:33][CH:32]=[C:31]2[C:37]1[CH2:38][CH2:39][N:40]([CH2:15][CH:2]2[O:1][C:6]3=[C:7]4[C:12](=[CH:13][CH:14]=[C:5]3[O:4][CH2:3]2)[N:11]=[CH:10][N:9]=[CH:8]4)[CH2:41][CH:42]=1, predict the reactants needed to synthesize it. The reactants are: [O:1]1[C:6]2=[C:7]3[C:12](=[CH:13][CH:14]=[C:5]2[O:4][CH2:3][C@@H:2]1[CH2:15]OS(C1C=CC(C)=CC=1)(=O)=O)[N:11]=[CH:10][N:9]=[CH:8]3.[F:27][C:28]1[CH:29]=[C:30]2[C:34](=[CH:35][CH:36]=1)[NH:33][CH:32]=[C:31]2[C:37]1[CH2:38][CH2:39][NH:40][CH2:41][CH:42]=1.C(=O)(O)[O-].[Na+].